From a dataset of hERG Central: cardiac toxicity at 1µM, 10µM, and general inhibition. Predict hERG channel inhibition at various concentrations. (1) The molecule is O=C(c1ccc(Cl)cc1)C1CCCN(C2CCSCC2)C1. Results: hERG_inhib (hERG inhibition (general)): blocker. (2) The drug is COc1c2c(cc3c1C(CC(O)Cc1ccccc1)N(C)CC3)OCO2. Results: hERG_inhib (hERG inhibition (general)): blocker.